Dataset: Forward reaction prediction with 1.9M reactions from USPTO patents (1976-2016). Task: Predict the product of the given reaction. (1) Given the reactants [C:1]([O:5][C:6]([N:8]1[CH2:13][CH2:12][N:11]([C:14]([O:16][C:17]([CH3:20])([CH3:19])[CH3:18])=[O:15])[CH2:10][CH:9]1C(O)=O)=[O:7])([CH3:4])([CH3:3])[CH3:2].Cl.CNC.CCN=C=NCC[CH2:35][N:36]([CH3:38])[CH3:37].C1C=CC2N([OH:48])N=NC=2C=1.CCN(CC)CC, predict the reaction product. The product is: [CH3:37][N:36]([CH3:38])[C:35]([CH:9]1[CH2:10][N:11]([C:14]([O:16][C:17]([CH3:19])([CH3:20])[CH3:18])=[O:15])[CH2:12][CH2:13][N:8]1[C:6]([O:5][C:1]([CH3:3])([CH3:4])[CH3:2])=[O:7])=[O:48]. (2) Given the reactants [NH:1]1[C:5]2=[N:6][CH:7]=[CH:8][CH:9]=[C:4]2[CH:3]=[CH:2]1.F[C:11]1[CH:16]=[CH:15][C:14]([N+:17]([O-])=O)=[CH:13][CH:12]=1.[Cl:20][C:21]1[CH:26]=[CH:25][C:24]([N:27]=[C:28]=[O:29])=[CH:23][C:22]=1[C:30]([F:33])([F:32])[F:31], predict the reaction product. The product is: [Cl:20][C:21]1[CH:26]=[CH:25][C:24]([NH:27][C:28]([NH:17][C:14]2[CH:15]=[CH:16][C:11]([N:1]3[C:5]4=[N:6][CH:7]=[CH:8][CH:9]=[C:4]4[CH:3]=[CH:2]3)=[CH:12][CH:13]=2)=[O:29])=[CH:23][C:22]=1[C:30]([F:31])([F:32])[F:33]. (3) Given the reactants [F:1][C:2]1[CH:7]=[CH:6][C:5]([C:8]2O[C:10]([C:13]([C:16]3[CH:21]=[CH:20][N:19]=[CH:18][CH:17]=3)(O)[CH3:14])=[CH:11][N:12]=2)=[CH:4][CH:3]=1.O[S:23](O)(=O)=O.[OH-:27].[Na+].[CH3:29][C:30]#[N:31], predict the reaction product. The product is: [F:1][C:2]1[CH:7]=[CH:6][C:5]([C:8]2[S:23][C:10]([C:13]([NH:31][C:30](=[O:27])[CH3:29])([C:16]3[CH:21]=[CH:20][N:19]=[CH:18][CH:17]=3)[CH3:14])=[CH:11][N:12]=2)=[CH:4][CH:3]=1. (4) The product is: [Br:33][CH2:27][CH2:26][C:23]1[CH:24]=[CH:25][C:20]([C:15]([C:12]2[CH:13]=[CH:14][C:9]([O:8][CH2:7][C@@H:5]3[CH2:4][O:3][C:2]([CH3:31])([CH3:1])[O:6]3)=[C:10]([CH3:30])[CH:11]=2)([CH2:18][CH3:19])[CH2:16][CH3:17])=[CH:21][C:22]=1[CH3:29]. Given the reactants [CH3:1][C:2]1([CH3:31])[O:6][C@H:5]([CH2:7][O:8][C:9]2[CH:14]=[CH:13][C:12]([C:15]([C:20]3[CH:25]=[CH:24][C:23]([CH2:26][CH2:27]O)=[C:22]([CH3:29])[CH:21]=3)([CH2:18][CH3:19])[CH2:16][CH3:17])=[CH:11][C:10]=2[CH3:30])[CH2:4][O:3]1.C(Br)(Br)(Br)[Br:33].C1C=CC(P(C2C=CC=CC=2)C2C=CC=CC=2)=CC=1, predict the reaction product. (5) Given the reactants [C:1]([O:5][C:6]([NH:8][C@H:9]([C:23]([O:25][CH3:26])=[O:24])[CH2:10][C:11]1[CH:12]=[N:13][C:14]([C:17]#[C:18][CH2:19][CH:20]([OH:22])[CH3:21])=[CH:15][CH:16]=1)=[O:7])([CH3:4])([CH3:3])[CH3:2], predict the reaction product. The product is: [C:1]([O:5][C:6]([NH:8][C@H:9]([C:23]([O:25][CH3:26])=[O:24])[CH2:10][C:11]1[CH:12]=[N:13][C:14]([CH2:17][CH2:18][CH2:19][CH:20]([OH:22])[CH3:21])=[CH:15][CH:16]=1)=[O:7])([CH3:4])([CH3:2])[CH3:3].